This data is from Forward reaction prediction with 1.9M reactions from USPTO patents (1976-2016). The task is: Predict the product of the given reaction. Given the reactants [CH3:1][O:2][C:3]1[CH:4]=[C:5]2[C:10](=[CH:11][C:12]=1[O:13][CH3:14])[N:9]=[CH:8][CH:7]=[C:6]2[O:15][C:16]1[CH:17]=[C:18]([O:26][CH3:27])[C:19]([CH2:22][C:23]([OH:25])=O)=[N:20][CH:21]=1.[NH2:28][C:29]1[N:33]([C:34]([CH3:37])([CH3:36])[CH3:35])[N:32]=[C:31]([CH3:38])[C:30]=1[CH3:39].F[P-](F)(F)(F)(F)F.N1(OC(N(C)C)=[N+](C)C)C2N=CC=CC=2N=N1.C(N(C(C)C)CC)(C)C, predict the reaction product. The product is: [C:34]([N:33]1[C:29]([NH:28][C:23](=[O:25])[CH2:22][C:19]2[C:18]([O:26][CH3:27])=[CH:17][C:16]([O:15][C:6]3[C:5]4[C:10](=[CH:11][C:12]([O:13][CH3:14])=[C:3]([O:2][CH3:1])[CH:4]=4)[N:9]=[CH:8][CH:7]=3)=[CH:21][N:20]=2)=[C:30]([CH3:39])[C:31]([CH3:38])=[N:32]1)([CH3:37])([CH3:36])[CH3:35].